This data is from Full USPTO retrosynthesis dataset with 1.9M reactions from patents (1976-2016). The task is: Predict the reactants needed to synthesize the given product. (1) Given the product [Cl:1][C:2]1[CH:30]=[C:29]([Cl:31])[CH:28]=[CH:27][C:3]=1[CH2:4][N:5]1[C:9]2[CH:10]=[C:11]([O:15][CH2:16][CH2:17][CH2:18][C:19]([OH:21])=[O:20])[CH:12]=[C:13]([CH3:14])[C:8]=2[N:7]=[C:6]1[O:24][CH2:25][CH3:26], predict the reactants needed to synthesize it. The reactants are: [Cl:1][C:2]1[CH:30]=[C:29]([Cl:31])[CH:28]=[CH:27][C:3]=1[CH2:4][N:5]1[C:9]2[CH:10]=[C:11]([O:15][CH2:16][CH2:17][CH2:18][C:19]([O:21]CC)=[O:20])[CH:12]=[C:13]([CH3:14])[C:8]=2[N:7]=[C:6]1[O:24][CH2:25][CH3:26].[OH-].[Na+].Cl. (2) Given the product [CH:14]1([CH2:13][C@H:9]([NH:8][C:6]([N:92]2[CH2:93][C@H:94]([O:96][C:97]3[C:106]4[C:101](=[CH:102][C:103]([O:107][CH3:108])=[CH:104][CH:105]=4)[N:100]=[C:99]([C:109]4[CH:114]=[CH:113][CH:112]=[CH:111][CH:110]=4)[CH:98]=3)[CH2:95][C@H:91]2[C:89]([NH:88][C@:83]2([C:81]([OH:82])=[O:80])[CH2:85][C@H:84]2[CH:86]=[CH2:87])=[O:90])=[O:7])[C:10](=[O:12])[NH:36][C@H:37]2[C:45]3[C:40](=[CH:41][CH:42]=[CH:43][CH:44]=3)[CH2:39][C@H:38]2[OH:46])[CH2:15][CH2:16][CH2:17][CH2:18][CH2:19]1, predict the reactants needed to synthesize it. The reactants are: C(O[C:6]([NH:8][C@@H:9]([CH2:13][CH:14]1[CH2:19][CH2:18][CH2:17][CH2:16][CH2:15]1)[C:10]([OH:12])=O)=[O:7])(C)(C)C.C(OC(NC(C(C)(C)C)C(O)=O)=O)(C)(C)C.[NH2:36][C@H:37]1[C:45]2[C:40](=[CH:41][CH:42]=[CH:43][CH:44]=2)[CH2:39][C@H:38]1[OH:46].C(OC(=O)NC(C(=O)NC1C2C(=CC=CC=2)CC1O)C(C)(C)C)(C)(C)C.ClNC(=O)[O-].C([O:80][C:81]([C:83]1([NH:88][C:89]([CH:91]2[CH2:95][CH:94]([O:96][C:97]3[C:106]4[C:101](=[CH:102][C:103]([O:107][CH3:108])=[CH:104][CH:105]=4)[N:100]=[C:99]([C:109]4[CH:114]=[CH:113][CH:112]=[CH:111][CH:110]=4)[CH:98]=3)[CH2:93][N:92]2C(=O)NC(C(=O)NC2C3C(=CC=CC=3)CC2O)C(C)(C)C)=[O:90])[CH2:85][CH:84]1[CH:86]=[CH2:87])=[O:82])C. (3) Given the product [O:18]=[C:17]1[C:16]([CH2:15][C:12]2[CH:13]=[CH:14][C:9]([C:4]3[C:3]([C:1]#[N:2])=[CH:8][CH:7]=[CH:6][CH:5]=3)=[CH:10][CH:11]=2)=[C:21]([CH2:22][CH2:23][CH2:24][CH3:25])[N:35]2[N:36]=[CH:37][N:38]=[C:34]2[N:33]1[CH:30]1[CH2:29][CH2:28][O:27][CH2:32][CH2:31]1, predict the reactants needed to synthesize it. The reactants are: [C:1]([C:3]1[CH:8]=[CH:7][CH:6]=[CH:5][C:4]=1[C:9]1[CH:14]=[CH:13][C:12]([CH2:15][CH:16]([C:21](=O)[CH2:22][CH2:23][CH2:24][CH3:25])[C:17](OC)=[O:18])=[CH:11][CH:10]=1)#[N:2].[O:27]1[CH2:32][CH2:31][CH:30]([NH:33][C:34]2[NH:38][CH:37]=[N:36][N:35]=2)[CH2:29][CH2:28]1. (4) The reactants are: Br[C:2]1[CH:3]=[C:4]2[C:13](=[CH:14][CH:15]=1)[O:12][CH2:11][C:10]1[N:5]2[CH:6]([CH3:25])[C:7](=[O:24])[N:8]([CH2:16][O:17][CH2:18][CH2:19][Si:20]([CH3:23])([CH3:22])[CH3:21])[N:9]=1.[C:26]([O:30][C:31]([N:33]1[CH2:37][CH2:36][C@@:35]([NH2:39])([CH3:38])[CH2:34]1)=[O:32])([CH3:29])([CH3:28])[CH3:27].C1(P(C2CCCCC2)C2C=CC=CC=2C2C(C(C)C)=CC(C(C)C)=CC=2C(C)C)CCCCC1.C(=O)([O-])[O-].[Cs+].[Cs+]. Given the product [C:26]([O:30][C:31]([N:33]1[CH2:37][CH2:36][C@:35]([CH3:38])([NH:39][C:2]2[CH:3]=[C:4]3[C:13](=[CH:14][CH:15]=2)[O:12][CH2:11][C:10]2[N:5]3[CH:6]([CH3:25])[C:7](=[O:24])[N:8]([CH2:16][O:17][CH2:18][CH2:19][Si:20]([CH3:23])([CH3:22])[CH3:21])[N:9]=2)[CH2:34]1)=[O:32])([CH3:29])([CH3:27])[CH3:28], predict the reactants needed to synthesize it. (5) Given the product [F:1][C:2]1[CH:3]=[C:4]([N:5]2[CH:26]=[N:25][C:24]([C:23]([O:22][CH2:20][CH3:21])=[O:27])=[N:11]2)[CH:6]=[CH:7][C:8]=1[F:9], predict the reactants needed to synthesize it. The reactants are: [F:1][C:2]1[CH:3]=[C:4]([CH:6]=[CH:7][C:8]=1[F:9])[NH2:5].Cl.[N:11]([O-])=O.[Na+].CC([O-])=O.[Na+].[CH2:20]([O:22][C:23](=[O:27])[CH2:24][N+:25]#[C-:26])[CH3:21]. (6) Given the product [C:1]1([S:7]([N:10]2[C:18]3[C:13](=[CH:14][C:15]([CH2:19][OH:20])=[CH:16][CH:17]=3)[CH:12]=[C:11]2[C:21]2[CH:22]=[CH:23][CH:24]=[CH:25][CH:26]=2)(=[O:8])=[O:9])[CH:6]=[CH:5][CH:4]=[CH:3][CH:2]=1, predict the reactants needed to synthesize it. The reactants are: [C:1]1([S:7]([N:10]2[C:18]3[C:13](=[CH:14][C:15]([CH:19]=[O:20])=[CH:16][CH:17]=3)[CH:12]=[C:11]2[C:21]2[CH:26]=[CH:25][CH:24]=[CH:23][CH:22]=2)(=[O:9])=[O:8])[CH:6]=[CH:5][CH:4]=[CH:3][CH:2]=1.[BH4-].[Na+].[Cl-].[NH4+]. (7) Given the product [F:1][C:2]1[CH:32]=[CH:31][CH:30]=[CH:29][C:3]=1[CH2:4][N:5]1[C:9]([O:10][CH3:11])=[CH:8][C:7]([C:12]2[N:17]=[C:16]([NH:18][C:19]3[CH:24]=[CH:23][N:22]=[CH:21][C:20]=3[C:25]([NH2:26])=[O:34])[C:15]([O:27][CH3:28])=[CH:14][N:13]=2)=[N:6]1, predict the reactants needed to synthesize it. The reactants are: [F:1][C:2]1[CH:32]=[CH:31][CH:30]=[CH:29][C:3]=1[CH2:4][N:5]1[C:9]([O:10][CH3:11])=[CH:8][C:7]([C:12]2[N:17]=[C:16]([NH:18][C:19]3[CH:24]=[CH:23][N:22]=[CH:21][C:20]=3[C:25]#[N:26])[C:15]([O:27][CH3:28])=[CH:14][N:13]=2)=[N:6]1.S(=O)(=O)(O)[OH:34].[OH-].[Na+].